From a dataset of Catalyst prediction with 721,799 reactions and 888 catalyst types from USPTO. Predict which catalyst facilitates the given reaction. (1) Product: [Cl:1][C:2]1[CH:7]=[CH:6][C:5]([CH:8]([O:19][CH3:20])[C:9]2([C:12]([OH:14])=[O:13])[CH2:10][CH2:11]2)=[CH:4][C:3]=1[NH:21][C:22](=[O:37])[C@H:23]([C:30]1[CH:31]=[CH:32][C:33]([Cl:36])=[CH:34][CH:35]=1)[C@@H:24]([CH3:29])[C:25]([F:28])([F:27])[F:26]. Reactant: [Cl:1][C:2]1[CH:7]=[CH:6][C:5]([CH:8]([O:19][CH3:20])[C:9]2([C:12]([O:14]C(C)(C)C)=[O:13])[CH2:11][CH2:10]2)=[CH:4][C:3]=1[NH:21][C:22](=[O:37])[C@H:23]([C:30]1[CH:35]=[CH:34][C:33]([Cl:36])=[CH:32][CH:31]=1)[C@@H:24]([CH3:29])[C:25]([F:28])([F:27])[F:26].C(O)(C(F)(F)F)=O. The catalyst class is: 4. (2) Reactant: [C:1]([C:3]1[CH:8]=[CH:7][C:6]([C:9]2([CH2:29][O:30]CC=C)[C:13](=[O:14])[N:12]([C:15]3[CH:22]=[CH:21][C:18]([C:19]#[N:20])=[C:17]([C:23]([F:26])([F:25])[F:24])[CH:16]=3)[C:11](=[O:27])[N:10]2[CH3:28])=[CH:5][CH:4]=1)#[N:2]. Product: [C:1]([C:3]1[CH:8]=[CH:7][C:6]([C:9]2([CH2:29][OH:30])[C:13](=[O:14])[N:12]([C:15]3[CH:22]=[CH:21][C:18]([C:19]#[N:20])=[C:17]([C:23]([F:26])([F:24])[F:25])[CH:16]=3)[C:11](=[O:27])[N:10]2[CH3:28])=[CH:5][CH:4]=1)#[N:2]. The catalyst class is: 2. (3) Reactant: [C:1]([O:5][C:6]([N:8]1[C@@H:13]([CH3:14])[CH2:12][N:11]2[N:15]=[CH:16][C:17]([N:18]3[C:22](=[O:23])[CH2:21][C:20]([CH3:27])([C:24](O)=[O:25])[CH2:19]3)=[C:10]2[CH2:9]1)=[O:7])([CH3:4])([CH3:3])[CH3:2].Cl.[F:29][C:30]1([F:35])[CH2:34][CH2:33][NH:32][CH2:31]1.CCN(C(C)C)C(C)C.CN(C(ON1N=NC2C=CC=NC1=2)=[N+](C)C)C.F[P-](F)(F)(F)(F)F. Product: [F:29][C:30]1([F:35])[CH2:34][CH2:33][N:32]([C:24]([C:20]2([CH3:27])[CH2:19][N:18]([C:17]3[CH:16]=[N:15][N:11]4[CH2:12][C@H:13]([CH3:14])[N:8]([C:6]([O:5][C:1]([CH3:4])([CH3:3])[CH3:2])=[O:7])[CH2:9][C:10]=34)[C:22](=[O:23])[CH2:21]2)=[O:25])[CH2:31]1. The catalyst class is: 2.